Task: Predict the reactants needed to synthesize the given product.. Dataset: Full USPTO retrosynthesis dataset with 1.9M reactions from patents (1976-2016) (1) Given the product [N:26]1[CH:31]=[CH:30][CH:29]=[CH:28][C:27]=1[CH2:32][NH:33][CH2:1][C:2]1[CH:11]=[CH:10][C:5]([C:6]([O:8][CH3:9])=[O:7])=[CH:4][N:3]=1, predict the reactants needed to synthesize it. The reactants are: [CH3:1][C:2]1[CH:11]=[CH:10][C:5]([C:6]([O:8][CH3:9])=[O:7])=[CH:4][N:3]=1.BrN1C(=O)CCC1=O.C(=O)([O-])[O-].[K+].[K+].[N:26]1[CH:31]=[CH:30][CH:29]=[CH:28][C:27]=1[CH2:32][NH2:33]. (2) Given the product [Cl:15][C:16]1[CH:22]=[C:21]([F:23])[C:20]([CH3:24])=[CH:19][C:17]=1[NH:18][C:9](=[O:11])[C:8]1[CH:7]=[C:6]([CH:5]=[CH:4][C:3]=1[O:2][CH3:1])[C:12]([NH2:14])=[O:13], predict the reactants needed to synthesize it. The reactants are: [CH3:1][O:2][C:3]1[C:8]([C:9]([OH:11])=O)=[CH:7][C:6]([C:12]([NH2:14])=[O:13])=[CH:5][CH:4]=1.[Cl:15][C:16]1[CH:22]=[C:21]([F:23])[C:20]([CH3:24])=[CH:19][C:17]=1[NH2:18]. (3) Given the product [CH2:34]([O:33][C:31]([CH:28]1[CH2:27][CH2:26][N:25]([CH2:24][CH2:23][N:19]2[CH:20]=[CH:21][CH:22]=[C:17]([C:14]3[CH:13]=[CH:12][C:11]([C:9]([OH:10])=[O:8])=[CH:16][CH:15]=3)[C:18]2=[O:36])[CH2:30][CH2:29]1)=[O:32])[CH3:35], predict the reactants needed to synthesize it. The reactants are: C([O:8][C:9]([C:11]1[CH:16]=[CH:15][C:14]([C:17]2[C:18](=[O:36])[N:19]([CH2:23][CH2:24][N:25]3[CH2:30][CH2:29][CH:28]([C:31]([O:33][CH2:34][CH3:35])=[O:32])[CH2:27][CH2:26]3)[CH:20]=[CH:21][CH:22]=2)=[CH:13][CH:12]=1)=[O:10])C1C=CC=CC=1.[H][H]. (4) Given the product [Br:1][C:2]1[CH:7]=[CH:6][C:5]([N:8]([CH2:18][CH3:19])[CH2:9][CH3:10])=[C:4]([C:11]([CH3:13])([CH3:12])[CH3:14])[CH:3]=1, predict the reactants needed to synthesize it. The reactants are: [Br:1][C:2]1[CH:7]=[CH:6][C:5]([NH:8][CH2:9][CH3:10])=[C:4]([C:11]([CH3:14])([CH3:13])[CH3:12])[CH:3]=1.[H-].[Na+].I[CH2:18][CH3:19].[Cl-].[NH4+]. (5) Given the product [Br:3][C:4]1[CH:5]=[C:6]2[C:10](=[CH:11][CH:12]=1)[N:9]([CH:13]1[CH2:18][CH2:17][CH2:16][CH2:15][O:14]1)[N:8]=[C:7]2[C:19]([OH:21])=[O:20], predict the reactants needed to synthesize it. The reactants are: [OH-].[Na+].[Br:3][C:4]1[CH:5]=[C:6]2[C:10](=[CH:11][CH:12]=1)[N:9]([CH:13]1[CH2:18][CH2:17][CH2:16][CH2:15][O:14]1)[N:8]=[C:7]2[C:19]([O:21]C)=[O:20].Cl.